The task is: Predict which catalyst facilitates the given reaction.. This data is from Catalyst prediction with 721,799 reactions and 888 catalyst types from USPTO. (1) Reactant: [F:1][C:2]1[CH:7]=[CH:6][C:5]([CH:8]2[O:12]C(=O)[NH:10][CH:9]2[CH2:14][C:15]2[CH:20]=[CH:19][C:18]([C:21]([F:24])([F:23])[F:22])=[C:17]([F:25])[CH:16]=2)=[CH:4][CH:3]=1.[OH-].[Na+]. Product: [NH2:10][CH:9]([CH2:14][C:15]1[CH:20]=[CH:19][C:18]([C:21]([F:24])([F:22])[F:23])=[C:17]([F:25])[CH:16]=1)[CH:8]([C:5]1[CH:6]=[CH:7][C:2]([F:1])=[CH:3][CH:4]=1)[OH:12]. The catalyst class is: 8. (2) Reactant: [OH-].[Na+].[F:3][C:4]1[CH:5]=[C:6]([N:11]([CH3:35])[CH:12]([C:14]2[CH:15]=[C:16]([C:31]([O:33]C)=[O:32])[CH:17]=[C:18]3[C:23]=2[O:22][C:21]([N:24]2[CH2:29][CH2:28][O:27][CH2:26][CH2:25]2)=[CH:20][C:19]3=[O:30])[CH3:13])[CH:7]=[C:8]([F:10])[CH:9]=1.CO.Cl. Product: [F:3][C:4]1[CH:5]=[C:6]([N:11]([CH3:35])[CH:12]([C:14]2[CH:15]=[C:16]([C:31]([OH:33])=[O:32])[CH:17]=[C:18]3[C:23]=2[O:22][C:21]([N:24]2[CH2:29][CH2:28][O:27][CH2:26][CH2:25]2)=[CH:20][C:19]3=[O:30])[CH3:13])[CH:7]=[C:8]([F:10])[CH:9]=1. The catalyst class is: 20. (3) Reactant: [CH3:1][O:2][C:3]1[CH:8]=[CH:7][C:6]([N+:9]([O-])=O)=[CH:5][C:4]=1[CH:12]1[CH2:16][CH2:15][N:14]([C:17](=[O:20])[CH2:18][CH3:19])[CH2:13]1. Product: [CH3:1][O:2][C:3]1[CH:8]=[CH:7][C:6]([NH2:9])=[CH:5][C:4]=1[CH:12]1[CH2:16][CH2:15][N:14]([C:17](=[O:20])[CH2:18][CH3:19])[CH2:13]1. The catalyst class is: 5. (4) Reactant: [OH:1][C:2]1[CH:23]=[CH:22][CH:21]=[CH:20][C:3]=1[CH2:4][N:5]([C:13]([O:15][C:16]([CH3:19])([CH3:18])[CH3:17])=[O:14])[C:6]([O:8][C:9]([CH3:12])([CH3:11])[CH3:10])=[O:7].Br[CH2:25][C:26]([NH2:28])=[O:27].C(=O)([O-])[O-].[K+].[K+].[I-].[K+]. Product: [C:16]([O:15][C:13]([N:5]([CH2:4][C:3]1[CH:20]=[CH:21][CH:22]=[CH:23][C:2]=1[O:1][CH2:25][C:26]([NH2:28])=[O:27])[C:6]([O:8][C:9]([CH3:12])([CH3:10])[CH3:11])=[O:7])=[O:14])([CH3:17])([CH3:19])[CH3:18]. The catalyst class is: 18. (5) Reactant: [CH:1]1[C:6]([CH2:7][C@H:8]([NH2:12])[C:9]([OH:11])=[O:10])=[CH:5][C:4]([OH:13])=[C:3]([OH:14])[CH:2]=1.[CH3:15][C@@:16]([NH:29][NH2:30])([C:26]([OH:28])=[O:27])[CH2:17][C:18]1[CH:19]=[CH:20][C:21]([OH:25])=[C:22]([OH:24])[CH:23]=1. Product: [CH:1]1[C:6]([CH2:7][C@H:8]([NH2:12])[C:9]([OH:11])=[O:10])=[CH:5][C:4]([OH:13])=[C:3]([OH:14])[CH:2]=1.[CH3:15][C@@:16]([NH:29][NH2:30])([C:26]([OH:28])=[O:27])[CH2:17][C:18]1[CH:19]=[CH:20][C:21]([OH:25])=[C:22]([OH:24])[CH:23]=1. The catalyst class is: 8. (6) Reactant: C1CN([P+](ON2N=[N:25][C:20]3C=[CH:22][CH:23]=[CH:24][C:19]2=3)(N2CCCC2)N2CCCC2)CC1.F[P-](F)(F)(F)(F)F.C(N(CC)C(C)C)(C)C.[Cl:43][C:44]1[CH:45]=[CH:46][C:47]2[N:53]3[C:54]([CH2:57][O:58][CH3:59])=[N:55][N:56]=[C:52]3[CH:51]([CH2:60][C:61]([OH:63])=O)[O:50][CH:49]([C:64]3[CH:69]=[CH:68][CH:67]=[C:66]([O:70][CH3:71])[C:65]=3[O:72][CH3:73])[C:48]=2[CH:74]=1.N1CCCCC1. Product: [Cl:43][C:44]1[CH:45]=[CH:46][C:47]2[N:53]3[C:54]([CH2:57][O:58][CH3:59])=[N:55][N:56]=[C:52]3[CH:51]([CH2:60][C:61](=[O:63])[N:25]3[CH2:22][CH2:23][CH2:24][CH2:19][CH2:20]3)[O:50][CH:49]([C:64]3[CH:69]=[CH:68][CH:67]=[C:66]([O:70][CH3:71])[C:65]=3[O:72][CH3:73])[C:48]=2[CH:74]=1. The catalyst class is: 9.